From a dataset of Full USPTO retrosynthesis dataset with 1.9M reactions from patents (1976-2016). Predict the reactants needed to synthesize the given product. Given the product [CH3:27][C:24]([O:23][C:21]([N:20]1[C@@H:16]([C:13]2[CH:14]=[CH:15][C:10]([O:9][CH2:8][C:3]3[CH:4]=[CH:5][CH:6]=[CH:7][C:2]=3[F:1])=[C:11]([O:33][CH3:34])[CH:12]=2)[CH2:17][CH2:18][C@@:19]1([CH3:32])[C:28]([OH:30])=[O:29])=[O:22])([CH3:25])[CH3:26], predict the reactants needed to synthesize it. The reactants are: [F:1][C:2]1[CH:7]=[CH:6][CH:5]=[CH:4][C:3]=1[CH2:8][O:9][C:10]1[CH:15]=[CH:14][C:13]([C@@H:16]2[N:20]([C:21]([O:23][C:24]([CH3:27])([CH3:26])[CH3:25])=[O:22])[C@:19]([CH3:32])([C:28]([O:30]C)=[O:29])[CH2:18][CH2:17]2)=[CH:12][C:11]=1[O:33][CH3:34].O[Li].O.